This data is from Full USPTO retrosynthesis dataset with 1.9M reactions from patents (1976-2016). The task is: Predict the reactants needed to synthesize the given product. (1) Given the product [C:1]([C:5]1[CH:15]=[C:8]2[N:9]=[CH:10][C:11]([C:13]#[C:14][C:20]3[CH:19]=[N:18][C:17]([Cl:16])=[CH:22][CH:21]=3)=[CH:12][N:7]2[N:6]=1)([CH3:4])([CH3:3])[CH3:2], predict the reactants needed to synthesize it. The reactants are: [C:1]([C:5]1[CH:15]=[C:8]2[N:9]=[CH:10][C:11]([C:13]#[CH:14])=[CH:12][N:7]2[N:6]=1)([CH3:4])([CH3:3])[CH3:2].[Cl:16][C:17]1[CH:22]=[CH:21][C:20](I)=[CH:19][N:18]=1. (2) Given the product [ClH:1].[NH2:44][CH2:43][C@H:40]1[CH2:39][CH2:38][C@H:37]([C:35]([NH:34][C@H:19]([C:20](=[O:33])[NH:21][C:22]2[CH:23]=[CH:24][C:25]([C:28]3[N:29]=[N:30][NH:31][N:32]=3)=[CH:26][CH:27]=2)[CH2:18][C:15]2[CH:14]=[CH:13][C:12]([C:7]3[C:6]([C:4]([NH:3][CH3:2])=[O:5])=[CH:11][CH:10]=[CH:9][CH:8]=3)=[CH:17][CH:16]=2)=[O:36])[CH2:42][CH2:41]1, predict the reactants needed to synthesize it. The reactants are: [ClH:1].[CH3:2][NH:3][C:4]([C:6]1[CH:11]=[CH:10][CH:9]=[CH:8][C:7]=1[C:12]1[CH:17]=[CH:16][C:15]([CH2:18][C@H:19]([NH:34][C:35]([C@H:37]2[CH2:42][CH2:41][C@H:40]([CH2:43][NH:44]C(=O)OC(C)(C)C)[CH2:39][CH2:38]2)=[O:36])[C:20](=[O:33])[NH:21][C:22]2[CH:27]=[CH:26][C:25]([C:28]3[N:29]=[N:30][NH:31][N:32]=3)=[CH:24][CH:23]=2)=[CH:14][CH:13]=1)=[O:5]. (3) Given the product [CH3:4][N:5]1[C:15](=[O:16])[N:14]([CH3:17])[C:12](=[O:13])[C:7]2[N:8]([CH2:35][CH:30]3[O:22][CH2:23][CH2:28][O:29]3)[CH:9]=[N:10][C:6]1=2, predict the reactants needed to synthesize it. The reactants are: C1C([CH2:4][N:5]2[C:15](=[O:16])[N:14]([CH2:17]C3CC3)[C:12](=[O:13])[C:7]3[N:8]=[C:9](N)[NH:10][C:6]2=3)C1.C[O:22][C:23]1C=CC(C2CNC(=O)NC2)=C[C:28]=1[O:29][C@@H:30]1[C@@H:35]2C[C@@H](CC2)C1.N1(C(=O)C2NC=NC=2N(C)C1=O)C.CC(CN1C(=O)N(C)C(=O)C2N=CNC1=2)C.CCCOC1C=C([C@@]2(C)OC(=O)NC2)C=CC=1OC.COC1C=C(C2C=CC(=O)NN=2)C=CC=1OC(F)F.CC[C@]12C=C(C(OCC)=O)N3C4=C(CCN([C@@H]14)CCC2)C1C=CC=CC=13.COC1C=CC(C2CNC(=O)C2)=CC=1OC1CCCC1.CCCN1C(=O)N(C2C=CC(Cl)=CC=2)C2NC=NC=2C1=O.C1C(C(NC2C(Cl)=CN=CC=2Cl)=O)=CC(OCC2CC2)=C(OC(F)F)C=1.CCOC1C=C2[C@H]3CN(C)CC[C@H]3N=C(C3C=CC(C(N(C(C)C)C(C)C)=O)=CC=3)C2=CC=1OC.